From a dataset of Peptide-MHC class I binding affinity with 185,985 pairs from IEDB/IMGT. Regression. Given a peptide amino acid sequence and an MHC pseudo amino acid sequence, predict their binding affinity value. This is MHC class I binding data. (1) The peptide sequence is FLIVSLCPT. The MHC is H-2-Ld with pseudo-sequence H-2-Ld. The binding affinity (normalized) is 0. (2) The peptide sequence is MYASALVLL. The MHC is HLA-A26:01 with pseudo-sequence HLA-A26:01. The binding affinity (normalized) is 0.220. (3) The binding affinity (normalized) is 0. The peptide sequence is DVAASSLLY. The MHC is HLA-A02:03 with pseudo-sequence HLA-A02:03. (4) The peptide sequence is GRLVTVNPF. The MHC is HLA-B27:05 with pseudo-sequence HLA-B27:05. The binding affinity (normalized) is 0.601. (5) The peptide sequence is AQPCSDKAYK. The MHC is HLA-A31:01 with pseudo-sequence HLA-A31:01. The binding affinity (normalized) is 0.350. (6) The peptide sequence is LSPLCITM. The MHC is Mamu-A01 with pseudo-sequence Mamu-A01. The binding affinity (normalized) is 0.852. (7) The peptide sequence is VVKLTAVCMK. The MHC is HLA-A03:01 with pseudo-sequence HLA-A03:01. The binding affinity (normalized) is 0.562. (8) The peptide sequence is FSNTIQSYK. The MHC is HLA-A31:01 with pseudo-sequence HLA-A31:01. The binding affinity (normalized) is 0.598. (9) The peptide sequence is GESSPSPTV. The MHC is HLA-B40:01 with pseudo-sequence HLA-B40:01. The binding affinity (normalized) is 0.791. (10) The peptide sequence is KTMVAFIRK. The MHC is HLA-B35:01 with pseudo-sequence HLA-B35:01. The binding affinity (normalized) is 0.0847.